From a dataset of Catalyst prediction with 721,799 reactions and 888 catalyst types from USPTO. Predict which catalyst facilitates the given reaction. (1) Reactant: [Cl:1][C:2]1[CH:3]=[CH:4][C:5](=[O:26])[N:6]([CH2:8][C:9]2[CH:14]=[CH:13][C:12]([CH2:15][N:16]3[CH:24]=[C:23]4[C:18]([N:19]=[CH:20][N:21]=[C:22]4Cl)=[N:17]3)=[CH:11][CH:10]=2)[CH:7]=1.[NH2:27][CH2:28][CH:29]1[CH2:34][CH2:33][N:32]([C:35]([O:37][C:38]([CH3:41])([CH3:40])[CH3:39])=[O:36])[CH2:31][CH2:30]1.CCN(C(C)C)C(C)C. Product: [Cl:1][C:2]1[CH:3]=[CH:4][C:5](=[O:26])[N:6]([CH2:8][C:9]2[CH:14]=[CH:13][C:12]([CH2:15][N:16]3[CH:24]=[C:23]4[C:18]([N:19]=[CH:20][N:21]=[C:22]4[NH:27][CH2:28][CH:29]4[CH2:34][CH2:33][N:32]([C:35]([O:37][C:38]([CH3:41])([CH3:40])[CH3:39])=[O:36])[CH2:31][CH2:30]4)=[N:17]3)=[CH:11][CH:10]=2)[CH:7]=1. The catalyst class is: 9. (2) Reactant: [C:1]1([CH:7]([C:13]([O:15][CH2:16][CH3:17])=[O:14])[C:8]([O:10][CH2:11][CH3:12])=[O:9])[CH:6]=[CH:5][CH:4]=[CH:3][CH:2]=1.[H-].[Na+].C1C(=O)N([Br:27])C(=O)C1. Product: [CH2:16]([O:15][C:13](=[O:14])[C:7]([Br:27])([C:1]1[CH:2]=[CH:3][CH:4]=[CH:5][CH:6]=1)[C:8]([O:10][CH2:11][CH3:12])=[O:9])[CH3:17]. The catalyst class is: 1.